From a dataset of Catalyst prediction with 721,799 reactions and 888 catalyst types from USPTO. Predict which catalyst facilitates the given reaction. (1) Reactant: [Br:1][C:2]1[CH:9]=[CH:8][C:5]([CH2:6][NH2:7])=[CH:4][CH:3]=1.CO[CH:12](OC)[C:13](=O)[CH3:14].[O-]S([O-])(=O)=O.[Mg+2].[BH3-]C#N.[Na+].ClS(O)(=O)=O.[OH-].[Na+]. Product: [Br:1][C:2]1[CH:9]=[C:8]2[C:5](=[CH:4][CH:3]=1)[CH:6]=[N:7][C:13]([CH3:14])=[CH:12]2. The catalyst class is: 26. (2) Reactant: Br[C:2]1[N:6]([CH3:7])[N:5]=[C:4]([CH3:8])[C:3]=1[C:9]1[CH:14]=[CH:13][C:12]([F:15])=[CH:11][CH:10]=1.[B:16](OC(C)C)([O:21]C(C)C)[O:17]C(C)C.[Li+].CCC[CH2-]. Product: [F:15][C:12]1[CH:13]=[CH:14][C:9]([C:3]2[C:4]([CH3:8])=[N:5][N:6]([CH3:7])[C:2]=2[B:16]([OH:21])[OH:17])=[CH:10][CH:11]=1. The catalyst class is: 1. (3) Reactant: C([O:8][C:9]1[C:17]([CH2:18][CH:19]([OH:29])[CH2:20][O:21][Si:22]([C:25]([CH3:28])([CH3:27])[CH3:26])([CH3:24])[CH3:23])=[CH:16][CH:15]=[C:14]2[C:10]=1[CH2:11][CH2:12][CH2:13]2)C1C=CC=CC=1. Product: [Si:22]([O:21][CH2:20][CH:19]([OH:29])[CH2:18][C:17]1[CH:16]=[CH:15][C:14]2[CH2:13][CH2:12][CH2:11][C:10]=2[C:9]=1[OH:8])([C:25]([CH3:27])([CH3:28])[CH3:26])([CH3:24])[CH3:23]. The catalyst class is: 29. (4) Reactant: [CH:1](O)=[O:2].C(OC(=O)C)(=O)C.[CH3:11][C:12]1[CH:21]=[C:20]([CH2:22][O:23][C:24]2[CH:29]=[CH:28][C:27]([S:30]([CH2:33][CH:34]([NH:42][OH:43])[CH:35]=[C:36]3[CH2:41][CH2:40][S:39][CH2:38][CH2:37]3)(=[O:32])=[O:31])=[CH:26][CH:25]=2)[C:19]2[C:14](=[CH:15][CH:16]=[CH:17][CH:18]=2)[N:13]=1. Product: [OH:43][N:42]([CH:34]([CH:35]=[C:36]1[CH2:37][CH2:38][S:39][CH2:40][CH2:41]1)[CH2:33][S:30]([C:27]1[CH:26]=[CH:25][C:24]([O:23][CH2:22][C:20]2[C:19]3[C:14](=[CH:15][CH:16]=[CH:17][CH:18]=3)[N:13]=[C:12]([CH3:11])[CH:21]=2)=[CH:29][CH:28]=1)(=[O:31])=[O:32])[CH:1]=[O:2]. The catalyst class is: 7. (5) Product: [Cl:23][C:24]1[C:33]([C:34]2[C:35](=[O:36])[NH:37][C:9](=[O:22])[C:10]=2[C:12]2[C:20]3[C:15](=[C:16]([CH3:21])[CH:17]=[CH:18][CH:19]=3)[NH:14][CH:13]=2)=[C:32]2[C:27]([CH:28]=[CH:29][C:30]([CH2:38][N:39]([CH3:40])[CH3:41])=[N:31]2)=[CH:26][CH:25]=1. The catalyst class is: 765. Reactant: CC(C)([O-])C.[K+].CO[C:9](=[O:22])[C:10]([C:12]1[C:20]2[C:15](=[C:16]([CH3:21])[CH:17]=[CH:18][CH:19]=2)[NH:14][CH:13]=1)=O.[Cl:23][C:24]1[C:33]([CH2:34][C:35]([NH2:37])=[O:36])=[C:32]2[C:27]([CH:28]=[CH:29][C:30]([CH2:38][N:39]([CH3:41])[CH3:40])=[N:31]2)=[CH:26][CH:25]=1.[NH4+].[Cl-]. (6) Reactant: [Cl:1][C:2]1[CH:10]=[C:9]([N:11]2[CH2:16][CH2:15]O[CH2:13][S:12]2(=[O:18])=[O:17])[CH:8]=[CH:7][C:3]=1[C:4]([OH:6])=O.[NH2:19][C:20]1[CH:21]=[CH:22][C:23]([Cl:35])=[C:24]([NH:26][C:27](=[O:34])[C:28]2[CH:33]=[CH:32][CH:31]=[N:30][CH:29]=2)[CH:25]=1.CN(C(ON1N=NC2C=CC=NC1=2)=[N+](C)C)C.F[P-](F)(F)(F)(F)F.CCN(C(C)C)C(C)C. Product: [Cl:35][C:23]1[CH:22]=[CH:21][C:20]([NH:19][C:4](=[O:6])[C:3]2[CH:7]=[CH:8][C:9]([N:11]3[CH2:16][CH2:15][CH2:13][S:12]3(=[O:18])=[O:17])=[CH:10][C:2]=2[Cl:1])=[CH:25][C:24]=1[NH:26][C:27](=[O:34])[C:28]1[CH:33]=[CH:32][CH:31]=[N:30][CH:29]=1. The catalyst class is: 31. (7) Reactant: [CH2:1]([C@@:4]1([CH3:35])[CH2:9][C@H:8]([C:10]2[CH:15]=[CH:14][CH:13]=[C:12]([Cl:16])[CH:11]=2)[C@@H:7]([C:17]2[CH:22]=[CH:21][C:20]([Cl:23])=[CH:19][CH:18]=2)[N:6]([C@H:24]([CH2:27][CH:28]([OH:33])[C:29]([F:32])([F:31])[F:30])[CH2:25][CH3:26])[C:5]1=[O:34])[CH:2]=[CH2:3].O.CC(OI1(OC(C)=O)(OC(C)=O)OC(=O)C2C=CC=CC1=2)=[O:39]. Product: [CH2:1]([C@@:4]1([CH3:35])[CH2:9][C@H:8]([C:10]2[CH:15]=[CH:14][CH:13]=[C:12]([Cl:16])[CH:11]=2)[C@@H:7]([C:17]2[CH:22]=[CH:21][C:20]([Cl:23])=[CH:19][CH:18]=2)[N:6]([C@H:24]([CH2:27][C:28]([OH:39])([OH:33])[C:29]([F:30])([F:31])[F:32])[CH2:25][CH3:26])[C:5]1=[O:34])[CH:2]=[CH2:3]. The catalyst class is: 2. (8) Reactant: Cl[C:2]1[N:3]=[C:4]([N:23]2[CH2:28][CH2:27][CH:26]([CH2:29][NH:30]C(=O)OC(C)(C)C)[CH2:25][CH2:24]2)[C:5]2[C:10]([C:11]#[N:12])=[CH:9][N:8](S(C3C=CC(C)=CC=3)(=O)=O)[C:6]=2[N:7]=1.[NH2:38][C:39]1[CH:44]=[CH:43][C:42]([N:45]2[CH2:50][CH2:49][N:48]([C:51](=[O:53])[CH3:52])[CH2:47][CH2:46]2)=[CH:41][CH:40]=1.C[Si](Cl)(C)C. The catalyst class is: 114. Product: [C:51]([N:48]1[CH2:47][CH2:46][N:45]([C:42]2[CH:43]=[CH:44][C:39]([NH:38][C:2]3[N:3]=[C:4]([N:23]4[CH2:24][CH2:25][CH:26]([CH2:29][NH2:30])[CH2:27][CH2:28]4)[C:5]4[C:10]([C:11]#[N:12])=[CH:9][NH:8][C:6]=4[N:7]=3)=[CH:40][CH:41]=2)[CH2:50][CH2:49]1)(=[O:53])[CH3:52].